From a dataset of Reaction yield outcomes from USPTO patents with 853,638 reactions. Predict the reaction yield, written as a fraction of the theoretical maximum amount of product (1.0 means a 100% yield; for example, 0.34 means a 34% yield). (1) The reactants are [C:1]([N:6]1[CH2:11][CH2:10][N:9]([C:12]([C:14]2[CH:19]=[CH:18][C:17]([CH:20]3[C:25]4=[N:26][NH:27][C:28](=[O:33])[C:29]5[CH:30]=[CH:31][CH:32]=[C:23]([C:24]=54)[NH:22][CH:21]3[C:34]3[CH:41]=[CH:40][C:37]([CH:38]=O)=[CH:36][CH:35]=3)=[CH:16][CH:15]=2)=[O:13])[CH2:8][CH2:7]1)(=[O:5])[CH:2]([CH3:4])[CH3:3].[CH3:42][NH:43]C.[BH4-].[Na+]. The catalyst is CO. The product is [C:1]([N:6]1[CH2:7][CH2:8][N:9]([C:12]([C:14]2[CH:15]=[CH:16][C:17]([CH:20]3[C:25]4=[N:26][NH:27][C:28](=[O:33])[C:29]5[CH:30]=[CH:31][CH:32]=[C:23]([C:24]=54)[NH:22][CH:21]3[C:34]3[CH:41]=[CH:40][C:37]([CH2:38][NH:43][CH3:42])=[CH:36][CH:35]=3)=[CH:18][CH:19]=2)=[O:13])[CH2:10][CH2:11]1)(=[O:5])[CH:2]([CH3:3])[CH3:4]. The yield is 0.490. (2) The reactants are [OH-].[Na+].C[O:4][C:5]([C@@H:7]1[CH2:11][CH2:10][CH2:9][C@@H:8]1[C:12](=[O:20])[C:13]1[CH:18]=[CH:17][C:16]([Br:19])=[CH:15][CH:14]=1)=[O:6]. The catalyst is O.CO. The product is [Br:19][C:16]1[CH:15]=[CH:14][C:13]([C:12]([C@@H:8]2[CH2:9][CH2:10][CH2:11][C@H:7]2[C:5]([OH:6])=[O:4])=[O:20])=[CH:18][CH:17]=1. The yield is 0.830. (3) The reactants are [Br:1][C:2]1[CH:3]=[N:4][N:5]([CH3:9])[C:6]=1[CH:7]=[O:8].[BH4-].[Na+]. The catalyst is CO. The product is [Br:1][C:2]1[CH:3]=[N:4][N:5]([CH3:9])[C:6]=1[CH2:7][OH:8]. The yield is 0.900. (4) The reactants are [Cl:1][C:2]1([O:22][CH3:23])[CH:7]=[C:6]([O:8][CH3:9])[N:5]=[C:4]([C:10]([CH2:12][C:13]([NH:15][C:16]2[CH:21]=[CH:20][CH:19]=[CH:18][CH:17]=2)=[O:14])=[O:11])[NH:3]1.[BH4-].[Na+].[Cl-].[NH4+]. The yield is 0.680. The product is [Cl:1][C:2]1([O:22][CH3:23])[CH:7]=[C:6]([O:8][CH3:9])[N:5]=[C:4]([CH:10]([OH:11])[CH2:12][C:13]([NH:15][C:16]2[CH:21]=[CH:20][CH:19]=[CH:18][CH:17]=2)=[O:14])[NH:3]1. The catalyst is C(O)C.